This data is from HIV replication inhibition screening data with 41,000+ compounds from the AIDS Antiviral Screen. The task is: Binary Classification. Given a drug SMILES string, predict its activity (active/inactive) in a high-throughput screening assay against a specified biological target. (1) The molecule is C#Cc1cccc(NC(=O)C=CC(=O)O)c1. The result is 0 (inactive). (2) The molecule is N=C(N)c1ccc(OCCCOc2ccc(C(=N)N)cc2)cc1. The result is 0 (inactive). (3) The result is 1 (active). The compound is O=C(Nc1ccc(C2=NCCN2)cc1)c1ccc(C(=O)Nc2ccc(C3=NCCN3)cc2)c(F)c1. (4) The drug is Cc1[nH]c2ccccc2c1C=Cc1c(C)[nH]c2ccccc12. The result is 0 (inactive). (5) The result is 1 (active). The compound is O=C(CCc1ccc(C(=O)Nc2ccc(C3=NCCN3)cc2)cc1)Nc1ccc(C2=NCCN2)cc1.